This data is from Full USPTO retrosynthesis dataset with 1.9M reactions from patents (1976-2016). The task is: Predict the reactants needed to synthesize the given product. (1) Given the product [CH3:13][N:9]1[C:8]([CH3:14])=[C:7]([C:5]2[CH:4]=[CH:3][N:35]=[C:33]([NH:32][C:29]3[CH:28]=[CH:27][C:26]([N:20]4[CH2:25][CH2:24][O:23][CH2:22][CH2:21]4)=[CH:31][CH:30]=3)[N:34]=2)[S:11][C:10]1=[O:12], predict the reactants needed to synthesize it. The reactants are: CN(C)[CH:3]=[CH:4][C:5]([C:7]1[S:11][C:10](=[O:12])[N:9]([CH3:13])[C:8]=1[CH3:14])=O.[N+]([O-])(O)=O.[N:20]1([C:26]2[CH:31]=[CH:30][C:29]([NH:32][C:33]([NH2:35])=[NH:34])=[CH:28][CH:27]=2)[CH2:25][CH2:24][O:23][CH2:22][CH2:21]1. (2) The reactants are: [N+](=CC([CH:6]1[CH2:11][C:10]([CH3:13])([CH3:12])[O:9][C:8]([CH3:15])([CH3:14])[CH2:7]1)=O)=[N-].[BrH:16].[CH2:17]([O:19]CC)[CH3:18]. Given the product [Br:16][CH2:18][C:17]([CH:7]1[CH2:6][CH2:11][C:10]([CH3:12])([CH3:13])[O:9][C:8]1([CH3:14])[CH3:15])=[O:19], predict the reactants needed to synthesize it.